This data is from Catalyst prediction with 721,799 reactions and 888 catalyst types from USPTO. The task is: Predict which catalyst facilitates the given reaction. (1) Reactant: [C:1]([CH2:4][C:5]1[CH:39]=[CH:38][C:8]([CH2:9][CH2:10][CH2:11][NH:12][C:13]2[CH:18]=[C:17]([O:19][CH3:20])[CH:16]=[CH:15][C:14]=2[C@@H:21]2[CH2:30][CH2:29][C:28]3[CH:27]=[C:26]([O:31]C(=O)C(C)(C)C)[CH:25]=[CH:24][C:23]=3[CH2:22]2)=[CH:7][CH:6]=1)(O)=O.[NH3:40]. Product: [NH2:40][CH2:1][CH2:4][C:5]1[CH:6]=[CH:7][C:8]([CH2:9][CH2:10][CH2:11][NH:12][C:13]2[CH:18]=[C:17]([O:19][CH3:20])[CH:16]=[CH:15][C:14]=2[C@@H:21]2[CH2:30][CH2:29][C:28]3[CH:27]=[C:26]([OH:31])[CH:25]=[CH:24][C:23]=3[CH2:22]2)=[CH:38][CH:39]=1. The catalyst class is: 22. (2) The catalyst class is: 244. Reactant: CN(C)CCN(C)C.[CH2:9]=[CH:10][C:11]1[CH:16]=[CH:15][CH:14]=[CH:13][CH:12]=1.C([Li])CCC.[CH2:22]=[CH:23][C:24](=[CH2:26])[CH3:25].C[Si](C)(Cl)Cl. Product: [CH2:9]=[CH:10][C:11]1[CH:16]=[CH:15][CH:14]=[CH:13][CH:12]=1.[CH2:22]=[CH:23][C:24](=[CH2:25])[CH3:26].[CH2:9]=[CH:10][C:11]1[CH:16]=[CH:15][CH:14]=[CH:13][CH:12]=1. (3) Reactant: [CH:1]([NH:4][C:5]1[N:10]=[C:9]([C:11]([OH:13])=O)[CH:8]=[C:7]([CH3:14])[N:6]=1)([CH3:3])[CH3:2].CCN(C(C)C)C(C)C.CN([C:27]([O:31][N:32]1N=NC2C=CC=C[C:33]1=2)=[N+](C)C)C.[B-](F)(F)(F)F.CNOC. Product: [CH3:27][O:31][N:32]([CH3:33])[C:11]([C:9]1[CH:8]=[C:7]([CH3:14])[N:6]=[C:5]([NH:4][CH:1]([CH3:2])[CH3:3])[N:10]=1)=[O:13]. The catalyst class is: 2. (4) Reactant: [C:1]([C:4]1[CH:5]=[CH:6][C:7]2[N:8]([C:10]([C:13]([O:15]CC)=[O:14])=[CH:11][N:12]=2)[CH:9]=1)(=[S:3])[NH2:2].[Li+].[OH-]. Product: [C:1]([C:4]1[CH:5]=[CH:6][C:7]2[N:8]([C:10]([C:13]([OH:15])=[O:14])=[CH:11][N:12]=2)[CH:9]=1)(=[S:3])[NH2:2]. The catalyst class is: 36. (5) Reactant: [NH2:1][C:2]1[CH:11]=[CH:10][CH:9]=[C:8]2[C:3]=1[CH:4]=[CH:5][N:6]([C@H:13]([CH:20]([CH3:22])[CH3:21])[C:14]([NH:16][CH:17]1[CH2:19][CH2:18]1)=[O:15])[C:7]2=[O:12].[Cl:23][C:24]1[CH:29]=[CH:28][C:27]([C@H:30]([CH3:34])[C:31](O)=[O:32])=[CH:26][CH:25]=1.F[P-](F)(F)(F)(F)F.C[N+](C)=C(N(C)C)ON1C2N=CC=CC=2N=N1.C(N(CC)C(C)C)(C)C.CN(C)C=O. Product: [Cl:23][C:24]1[CH:25]=[CH:26][C:27]([C@H:30]([CH3:34])[C:31]([NH:1][C:2]2[CH:11]=[CH:10][CH:9]=[C:8]3[C:3]=2[CH:4]=[CH:5][N:6]([C@H:13]([CH:20]([CH3:22])[CH3:21])[C:14]([NH:16][CH:17]2[CH2:19][CH2:18]2)=[O:15])[C:7]3=[O:12])=[O:32])=[CH:28][CH:29]=1. The catalyst class is: 2. (6) Reactant: [CH:1]1[C:10]2[CH:9]=[CH:8][CH:7]=[C:6]([OH:11])[C:5]=2[CH:4]=[CH:3][N:2]=1. Product: [CH2:1]1[C:10]2[CH:9]=[CH:8][CH:7]=[C:6]([OH:11])[C:5]=2[CH2:4][CH2:3][NH:2]1. The catalyst class is: 15.